From a dataset of Reaction yield outcomes from USPTO patents with 853,638 reactions. Predict the reaction yield, written as a fraction of the theoretical maximum amount of product (1.0 means a 100% yield; for example, 0.34 means a 34% yield). (1) The yield is 1.00. The catalyst is C(Cl)Cl. The product is [Cl:1][C:2]1[CH:3]=[CH:4][C:5]([O:6][C:7]2[N:8]=[CH:9][C:10]([N:13]3[C@@H:17]([C:18]4[CH:23]=[CH:22][CH:21]=[C:20]([OH:24])[CH:19]=4)[CH2:16][CH2:15][C:14]3=[O:26])=[N:11][CH:12]=2)=[CH:27][CH:28]=1. The reactants are [Cl:1][C:2]1[CH:28]=[CH:27][C:5]([O:6][C:7]2[N:8]=[CH:9][C:10]([N:13]3[C@@H:17]([C:18]4[CH:23]=[CH:22][CH:21]=[C:20]([O:24]C)[CH:19]=4)[CH2:16][CH2:15][C:14]3=[O:26])=[N:11][CH:12]=2)=[CH:4][CH:3]=1.B(Br)(Br)Br. (2) The reactants are C(OC(=O)[NH:7][O:8][CH2:9][CH2:10][N:11]1[CH2:16][CH2:15][O:14][CH2:13][CH2:12]1)(C)(C)C.O1CCOCC1.[ClH:24]. The catalyst is CO. The product is [ClH:24].[ClH:24].[N:11]1([CH2:10][CH2:9][O:8][NH2:7])[CH2:16][CH2:15][O:14][CH2:13][CH2:12]1. The yield is 0.780. (3) The reactants are [F:1][C:2]1[CH:3]=[CH:4][C:5]([O:9][C:10]2[CH:15]=[CH:14][CH:13]=[CH:12][CH:11]=2)=[C:6]([NH2:8])[CH:7]=1.[CH3:16][O:17][C:18]1[CH:19]=[CH:20][C:21]([O:26][CH2:27][CH2:28][O:29][S:30]([CH3:33])(=[O:32])=[O:31])=[C:22]([CH:25]=1)[CH:23]=O.[Na]. The catalyst is ClC(Cl)C.O. The product is [F:1][C:2]1[CH:3]=[CH:4][C:5]([O:9][C:10]2[CH:15]=[CH:14][CH:13]=[CH:12][CH:11]=2)=[C:6]([NH:8][CH2:23][C:22]2[CH:25]=[C:18]([O:17][CH3:16])[CH:19]=[CH:20][C:21]=2[O:26][CH2:27][CH2:28][O:29][S:30]([CH3:33])(=[O:31])=[O:32])[CH:7]=1. The yield is 0.620. (4) The yield is 0.750. The catalyst is CO. The reactants are [C:1]([NH:4][C:5]1[CH:10]=[CH:9][C:8]([CH2:11][C:12]([NH:14][C:15]2[C:16](=[O:56])[N:17]([CH2:48][C:49]3[CH:54]=[CH:53][CH:52]=[CH:51][C:50]=3[F:55])[C:18](=[O:47])[N:19]([CH2:22][C:23]3[N:27]=[CH:26][N:25]([C:28]([C:41]4[CH:46]=[CH:45][CH:44]=[CH:43][CH:42]=4)([C:35]4[CH:40]=[CH:39][CH:38]=[CH:37][CH:36]=4)[C:29]4[CH:34]=[CH:33][CH:32]=[CH:31][CH:30]=4)[N:24]=3)[C:20]=2[NH2:21])=O)=[CH:7][CH:6]=1)(=[O:3])[CH3:2].[OH-].[Na+].Cl. The product is [F:55][C:50]1[CH:51]=[CH:52][CH:53]=[CH:54][C:49]=1[CH2:48][N:17]1[C:16](=[O:56])[C:15]2[NH:14][C:12]([CH2:11][C:8]3[CH:9]=[CH:10][C:5]([NH:4][C:1](=[O:3])[CH3:2])=[CH:6][CH:7]=3)=[N:21][C:20]=2[N:19]([CH2:22][C:23]2[N:27]=[CH:26][N:25]([C:28]([C:35]3[CH:40]=[CH:39][CH:38]=[CH:37][CH:36]=3)([C:41]3[CH:42]=[CH:43][CH:44]=[CH:45][CH:46]=3)[C:29]3[CH:30]=[CH:31][CH:32]=[CH:33][CH:34]=3)[N:24]=2)[C:18]1=[O:47].